From a dataset of Catalyst prediction with 721,799 reactions and 888 catalyst types from USPTO. Predict which catalyst facilitates the given reaction. (1) Reactant: [CH3:1][C:2]([CH3:17])([CH2:7][C:8]1[CH:13]=[CH:12][CH:11]=[C:10]([N+:14]([O-])=O)[CH:9]=1)[C:3]([O:5][CH3:6])=[O:4].C1CCCCC1.C(OCC)(=O)C. Product: [NH2:14][C:10]1[CH:9]=[C:8]([CH2:7][C:2]([CH3:17])([CH3:1])[C:3]([O:5][CH3:6])=[O:4])[CH:13]=[CH:12][CH:11]=1. The catalyst class is: 63. (2) Reactant: [F:1][C:2]1[CH:3]=[CH:4][CH:5]=[C:6]2[C:10]=1[NH:9][CH2:8][CH2:7]2.[Br:11]N1C(=O)CCC1=O. Product: [Br:11][C:4]1[CH:5]=[C:6]2[C:10](=[C:2]([F:1])[CH:3]=1)[NH:9][CH2:8][CH2:7]2. The catalyst class is: 10. (3) Reactant: [C:1]([C:3]1[CH:31]=[CH:30][C:6]([C:7]([NH:9][NH:10][C:11](=[O:29])[C@H:12]([NH:16][C:17]2[CH:22]=[CH:21][C:20]([C:23]#[N:24])=[C:19]([C:25]([F:28])([F:27])[F:26])[CH:18]=2)[C@@H:13]([OH:15])[CH3:14])=[O:8])=[CH:5][CH:4]=1)#[N:2].N1C=CN=C1.[CH3:37][C:38]([Si:41](Cl)([CH3:43])[CH3:42])([CH3:40])[CH3:39]. Product: [Si:41]([O:15][C@@H:13]([CH3:14])[C@@H:12]([NH:16][C:17]1[CH:22]=[CH:21][C:20]([C:23]#[N:24])=[C:19]([C:25]([F:28])([F:27])[F:26])[CH:18]=1)[C:11]([NH:10][NH:9][C:7](=[O:8])[C:6]1[CH:5]=[CH:4][C:3]([C:1]#[N:2])=[CH:31][CH:30]=1)=[O:29])([C:38]([CH3:40])([CH3:39])[CH3:37])([CH3:43])[CH3:42]. The catalyst class is: 3. (4) Reactant: [C:1](=[O:40])([O:36][CH:37](I)[CH3:38])[O:2][CH:3]([CH2:20][O:21][C:22](=[O:35])[C@H:23]([CH:32]([CH3:34])[CH3:33])[NH:24][C:25]([O:27][C:28]([CH3:31])([CH3:30])[CH3:29])=[O:26])[CH2:4][O:5][C:6](=[O:19])[C@H:7]([CH:16]([CH3:18])[CH3:17])[NH:8][C:9]([O:11][C:12]([CH3:15])([CH3:14])[CH3:13])=[O:10].[CH3:41][C:42]([O:44][CH2:45][C:46]1[CH2:67][S:66][C@@H:49]2[C@H:50]([NH:53][C:54](/[C:56](/[C:60]3[N:64]=[C:63]([NH2:65])[S:62][CH:61]=3)=[N:57]\[O:58][CH3:59])=[O:55])[C:51](=[O:52])[N:48]2[C:47]=1[C:68]([O-:70])=[O:69])=[O:43].[Na+]. Product: [C:42]([O:44][CH2:45][C:46]1[CH2:67][S:66][C@@H:49]2[C@H:50]([NH:53][C:54](=[O:55])/[C:56](/[C:60]3[N:64]=[C:63]([NH2:65])[S:62][CH:61]=3)=[N:57]\[O:58][CH3:59])[C:51](=[O:52])[N:48]2[C:47]=1[C:68]([O:70][CH:37]([O:36][C:1]([O:2][CH:3]([CH2:20][O:21][C:22](=[O:35])[C@H:23]([CH:32]([CH3:34])[CH3:33])[NH:24][C:25]([O:27][C:28]([CH3:31])([CH3:30])[CH3:29])=[O:26])[CH2:4][O:5][C:6](=[O:19])[C@H:7]([CH:16]([CH3:18])[CH3:17])[NH:8][C:9]([O:11][C:12]([CH3:15])([CH3:14])[CH3:13])=[O:10])=[O:40])[CH3:38])=[O:69])(=[O:43])[CH3:41]. The catalyst class is: 3. (5) Product: [C:36]([O:40][C:41]([N:43]1[CH2:44][CH2:45][CH:46]([O:19][CH3:18])[CH2:47][CH2:48]1)=[O:42])([CH3:37])([CH3:38])[CH3:39]. The catalyst class is: 1. Reactant: ClC1N=C(N2CCOCC2)C2SC(CN3CCC([CH2:18][O:19]C)CC3)=CC=2N=1.COCC1CCNCC1.[C:36]([O:40][C:41]([N:43]1[CH2:48][CH2:47][CH:46](CO)[CH2:45][CH2:44]1)=[O:42])([CH3:39])([CH3:38])[CH3:37].[H-].[Na+].CI. (6) Reactant: [NH:1]([C:3](=O)[CH2:4][N:5]([CH3:13])[C:6](=[O:12])[O:7][C:8]([CH3:11])([CH3:10])[CH3:9])[NH2:2].[C:15]([C:17]1[CH:22]=[CH:21][N:20]=[CH:19][CH:18]=1)#[N:16].C([O-])([O-])=O.[K+].[K+]. Product: [CH3:13][N:5]([CH2:4][C:3]1[NH:1][N:2]=[C:15]([C:17]2[CH:22]=[CH:21][N:20]=[CH:19][CH:18]=2)[N:16]=1)[C:6](=[O:12])[O:7][C:8]([CH3:11])([CH3:10])[CH3:9]. The catalyst class is: 51.